From a dataset of Forward reaction prediction with 1.9M reactions from USPTO patents (1976-2016). Predict the product of the given reaction. Given the reactants [CH2:1]([N:8]1[C:17]2[C:12](=[CH:13][C:14](Br)=[CH:15][CH:16]=2)[N:11]=[CH:10][C:9]1=[O:19])[C:2]1[CH:7]=[CH:6][CH:5]=[CH:4][CH:3]=1.[NH2:20][C:21]1[CH:33]=[CH:32][C:31]([Cl:34])=[CH:30][C:22]=1[C:23]([O:25][C:26]([CH3:29])([CH3:28])[CH3:27])=[O:24].C(=O)([O-])[O-].[Cs+].[Cs+].C1(C)C=CC=CC=1, predict the reaction product. The product is: [CH2:1]([N:8]1[C:17]2[C:12](=[CH:13][C:14]([NH:20][C:21]3[CH:33]=[CH:32][C:31]([Cl:34])=[CH:30][C:22]=3[C:23]([O:25][C:26]([CH3:29])([CH3:27])[CH3:28])=[O:24])=[CH:15][CH:16]=2)[N:11]=[CH:10][C:9]1=[O:19])[C:2]1[CH:7]=[CH:6][CH:5]=[CH:4][CH:3]=1.